Dataset: Reaction yield outcomes from USPTO patents with 853,638 reactions. Task: Predict the reaction yield, written as a fraction of the theoretical maximum amount of product (1.0 means a 100% yield; for example, 0.34 means a 34% yield). (1) The catalyst is C1COCC1.CO. The yield is 0.0400. The product is [CH:38]([O:37][C:35](=[O:36])[C@@H:34]([N:33]=[P:31]([O:30][C:29]1[CH:42]=[CH:43][CH:44]=[CH:45][C:28]=1[O:16][CH2:15][C@:10]1([N:17]=[N+:18]=[N-:19])[C@@H:11]([F:14])[C@@H:12]([OH:13])[C@H:8]([N:5]2[CH:6]=[CH:7][C:2]([NH2:1])=[N:3][C:4]2=[O:20])[O:9]1)=[O:32])[CH3:41])([CH3:39])[CH3:40]. The reactants are [NH2:1][C:2]1[CH:7]=[CH:6][N:5]([C@H:8]2[C@H:12]([OH:13])[C@H:11]([F:14])[C@@:10]([N:17]=[N+:18]=[N-:19])([CH2:15][OH:16])[O:9]2)[C:4](=[O:20])[N:3]=1.C([Mg]Cl)(C)(C)C.Cl[C:28]1[CH:45]=[CH:44][CH:43]=[CH:42][C:29]=1[O:30][P:31](=[N:33][C@@H:34]([CH3:41])[C:35]([O:37][CH:38]([CH3:40])[CH3:39])=[O:36])=[O:32].ClC1C=CC2C(=CC=CC=2)C=1OP(=N[C@@H](C)C(OCC1C=CC=CC=1)=O)=O. (2) No catalyst specified. The reactants are P(Cl)(Cl)(Cl)=O.[NH2:6][C:7]1[N:12]=[C:11]([NH2:13])[C:10]([CH2:14][C:15]2[CH:23]=[C:22]3[C:18]([CH:19]=[CH:20][N:21]3[CH2:24][CH3:25])=[C:17]([O:26][S:27]([CH:30]([CH3:32])[CH3:31])(=[O:29])=[O:28])[CH:16]=2)=[CH:9][N:8]=1.CN(C)[CH:35]=[O:36]. The product is [NH2:6][C:7]1[N:12]=[C:11]([NH2:13])[C:10]([CH2:14][C:15]2[CH:23]=[C:22]3[C:18]([C:19]([CH:35]=[O:36])=[CH:20][N:21]3[CH2:24][CH3:25])=[C:17]([O:26][S:27]([CH:30]([CH3:31])[CH3:32])(=[O:29])=[O:28])[CH:16]=2)=[CH:9][N:8]=1. The yield is 0.110. (3) The reactants are Cl(O)(=O)(=O)=O.[O:6]=[C:7]1[NH:11][C@H:10]([C:12]([OH:14])=[O:13])[CH2:9][CH2:8]1.C(=O)(O)[O-].[Na+].C(O[C:24]([CH3:27])([CH3:26])[CH3:25])(=O)C. No catalyst specified. The product is [O:6]=[C:7]1[NH:11][C@H:10]([C:12]([O:14][C:24]([CH3:27])([CH3:26])[CH3:25])=[O:13])[CH2:9][CH2:8]1. The yield is 0.755. (4) The reactants are [Cl:1][C:2]1[CH:3]=[C:4]([O:11][CH3:12])[C:5]([C:8]([OH:10])=[O:9])=[N:6][CH:7]=1.S(=O)(=O)(O)O.[CH3:18]O. No catalyst specified. The product is [Cl:1][C:2]1[CH:3]=[C:4]([O:11][CH3:12])[C:5]([C:8]([O:10][CH3:18])=[O:9])=[N:6][CH:7]=1. The yield is 0.670. (5) The reactants are [O:1]=[C:2]1[NH:6][CH2:5][C@@H:4]([C:7]2[CH:8]=[CH:9][C:10]([Cl:20])=[C:11]([NH:13][C:14](=[O:19])[C:15]([F:18])([F:17])[F:16])[CH:12]=2)[CH2:3]1.[N+:21]([O-])([OH:23])=[O:22].NC(N)=N. The catalyst is OS(O)(=O)=O. The product is [O:1]=[C:2]1[NH:6][CH2:5][C@@H:4]([C:7]2[C:8]([N+:21]([O-:23])=[O:22])=[CH:9][C:10]([Cl:20])=[C:11]([NH:13][C:14](=[O:19])[C:15]([F:18])([F:16])[F:17])[CH:12]=2)[CH2:3]1. The yield is 0.980. (6) The reactants are [N+:1]([C:4]1[CH:19]=[CH:18][CH:17]=[CH:16][C:5]=1[CH2:6][N:7]([CH2:13][C:14]#[N:15])[C:8](=[O:12])[O:9][CH2:10][CH3:11])([O-])=O.CO.C(Cl)Cl. The catalyst is C(O)(=O)C.[Fe]. The product is [CH2:10]([O:9][C:8]([N:7]1[CH2:6][C:5]2[CH:16]=[CH:17][CH:18]=[CH:19][C:4]=2[N:1]=[C:14]([NH2:15])[CH2:13]1)=[O:12])[CH3:11]. The yield is 0.260.